From a dataset of Experimentally validated miRNA-target interactions with 360,000+ pairs, plus equal number of negative samples. Binary Classification. Given a miRNA mature sequence and a target amino acid sequence, predict their likelihood of interaction. (1) The miRNA is hsa-let-7f-1-3p with sequence CUAUACAAUCUAUUGCCUUCCC. The protein sequence of the target gene is MNFLGNPRSHTAAFLPVCWLLLNILKPGHCHSYDNRYAGDKVIRLIPKSEEEALALKNIYHQLKVDLWQPSSISYVSEGTITDVHISQNASRTLLAFLQETHIYYKVLIEDLQKAVENENSLQTQRNRRSLSEYNYEVYHSLEDIQSWLHHLNQTQPGLVRVFSIGRSYEGRPLFIMQLGRKSRAYKRAVWIDCGIHAREWIGPAFCQWFVREAILTYKTDPAMKKMLNHLYFYIMPVFNVDGYHFSWTHDRFWRKTRSRDSKFRCRGVDANRNWKVKWCDEGASAHPCDDTYCGPFPES.... Result: 0 (no interaction). (2) The miRNA is hsa-miR-4424 with sequence AGAGUUAACUCAAAAUGGACUA. The protein sequence of the target gene is MAKQPSDVSSECDREGRQLQPAERPPQLRPGAPTSLQTEPQGNPEGNHGGEGDSCPHGSPQGPLAPPASPGPFATRSPLFIFMRRSSLLSRSSSGYFSFDTDRSPAPMSCDKSTQTPSPPCQAFNHYLSAMASMRQAEPADMRPEIWIAQELRRIGDEFNAYYARRVFLNNYQAAEDHPRMVILRLLRYIVRLVWRMH. Result: 1 (interaction). (3) The miRNA is mmu-miR-804 with sequence UGUGAGUUGUUCCUCACCUGGA. Result: 1 (interaction). The protein sequence of the target gene is MMKIRHKNKKPGKGSKGCKKPARQNGKKVTSRPSSAPQIVHGNDHASREAELKKKRVEEMREKQQVAREQERQRHRTMESYCQDVLKRQQEFEQKEEVLQELNMFPQLDDEATRKAYYKEFRKVVEYSDVILEVLDARDPLGCRCFQMEETVLRAEGNKKLVLVLNKIDLVPKEIVEKWLEYLLNELPTVAFKASTQHHQVKNLTRCKVPVDQASESLLKSRACFGAENLMRVLGNYCRLGEVRGHIRVGVVGLPNVGKSSLINSLKRSRACSVGAVPGVTKFMQEVYLDKFIRLLDAPG.... (4) The miRNA is hsa-miR-6800-5p with sequence GUAGGUGACAGUCAGGGGCGG. The protein sequence of the target gene is MNYDSQQPPLPPLPYAGCRRASGFPALGRGGTVPVGVWGGAGQGREGRSWGEGPRGPGLGRRDLSSADPAVLGATMESRCYGCAVKFTLFKKEYGCKNCGRAFCSGCLSFSAAVPRTGNTQQKVCKQCHEVLTRGSSANASKWSPPQNYKKRVAALEAKQKPSTSQSQGLTRQDQMIAERLARLRQENKPKLVPSQAEIEARLAALKDERQGSIPSTQEMEARLAALQGRVLPSQTPQPAHHTPDTRTQAQQTQDLLTQLAAEVAIDESWKGGGPAASLQNDLNQGGPGSTNSKRQANWS.... Result: 0 (no interaction). (5) The miRNA is hsa-miR-30d-3p with sequence CUUUCAGUCAGAUGUUUGCUGC. The protein sequence of the target gene is MSQDDAEVASGVVLEELSSWSEEMCRRELPSVLPRLLSMYQCSESWIEHIRILKIIVEMFLPHMNHLTLEETLFSQVLPKSIKLFDGMICELTSEARELSSQNLEIQVTIRNILQAMVQVIGGFTGCVRHVCATQKSVFLGSIQSLPSFILHIIKSAFVHCKNSECVYSGRLHLVSDLLQVLFKEAYSLQKQLMGLLDTVCLDPSVDENNALIMVGVIHSLLDICSVISGMDQAFHANTWKFIIKQSLKHHSVIKSQLRHKEIISSLCEDILFSFHSCLQLAEQITQPAAQGNADYRLFQ.... Result: 0 (no interaction).